From a dataset of Reaction yield outcomes from USPTO patents with 853,638 reactions. Predict the reaction yield, written as a fraction of the theoretical maximum amount of product (1.0 means a 100% yield; for example, 0.34 means a 34% yield). The reactants are Br[C:2]1[CH:7]=[CH:6][C:5]([S:8][CH3:9])=[CH:4][CH:3]=1.[NH:10]1[C:18]2[C:13](=[CH:14][CH:15]=[C:16]([C:19]([O:21][CH3:22])=[O:20])[CH:17]=2)[CH:12]=[CH:11]1. No catalyst specified. The product is [CH3:9][S:8][C:5]1[CH:6]=[CH:7][C:2]([N:10]2[C:18]3[C:13](=[CH:14][CH:15]=[C:16]([C:19]([O:21][CH3:22])=[O:20])[CH:17]=3)[CH:12]=[CH:11]2)=[CH:3][CH:4]=1. The yield is 0.470.